Task: Predict which catalyst facilitates the given reaction.. Dataset: Catalyst prediction with 721,799 reactions and 888 catalyst types from USPTO (1) Reactant: [CH3:1][O:2][C:3]([C:5]([CH3:48])([CH3:47])[CH2:6][O:7][C:8]([N:10]1[C:19]2[C:14](=[N:15][C:16]([O:20][CH3:21])=[CH:17][CH:18]=2)[C@@H:13]([NH:22][C:23]2[N:28]=[C:27]([CH2:29][C:30]3[CH:35]=[C:34]([C:36]([F:39])([F:38])[F:37])[CH:33]=[C:32]([C:40]([F:43])([F:42])[F:41])[CH:31]=3)[C:26](Br)=[CH:25][N:24]=2)[CH2:12][C@H:11]1[CH2:45][CH3:46])=[O:9])=[O:4].ClCCl.C([O-])(=[O:54])C.[K+].B1(B2OC(C)(C)C(C)(C)O2)OC(C)(C)C(C)(C)O1. Product: [CH3:1][O:2][C:3]([C:5]([CH3:48])([CH3:47])[CH2:6][O:7][C:8]([N:10]1[C:19]2[C:14](=[N:15][C:16]([O:20][CH3:21])=[CH:17][CH:18]=2)[C@@H:13]([NH:22][C:23]2[N:28]=[C:27]([CH2:29][C:30]3[CH:35]=[C:34]([C:36]([F:39])([F:38])[F:37])[CH:33]=[C:32]([C:40]([F:43])([F:42])[F:41])[CH:31]=3)[C:26]([OH:54])=[CH:25][N:24]=2)[CH2:12][C@H:11]1[CH2:45][CH3:46])=[O:9])=[O:4]. The catalyst class is: 16. (2) Reactant: B(Br)(Br)Br.C([O:17][C:18]1[CH:23]=[CH:22][C:21]([C:24]2[S:25][C:26]3[CH:32]=[C:31]([C:33]4[CH:38]=[CH:37][C:36]([CH2:39][CH2:40][CH2:41][CH2:42][CH2:43][CH2:44][CH2:45][CH2:46][CH3:47])=[CH:35][CH:34]=4)[CH:30]=[CH:29][C:27]=3[N:28]=2)=[CH:20][CH:19]=1)CCCCCCCCCCC. Product: [OH:17][C:18]1[CH:19]=[CH:20][C:21]([C:24]2[S:25][C:26]3[CH:32]=[C:31]([C:33]4[CH:38]=[CH:37][C:36]([CH2:39][CH2:40][CH2:41][CH2:42][CH2:43][CH2:44][CH2:45][CH2:46][CH3:47])=[CH:35][CH:34]=4)[CH:30]=[CH:29][C:27]=3[N:28]=2)=[CH:22][CH:23]=1. The catalyst class is: 4. (3) Reactant: [CH3:1][O:2][C:3]1[C:8]2[N:9]=[C:10]([O:12][C@H:13]3[CH2:18][CH2:17][C@H:16]([NH2:19])[CH2:15][CH2:14]3)[S:11][C:7]=2[CH:6]=[CH:5][CH:4]=1.[O:20]=[C:21]1[NH:26][C:25]2[CH:27]=[C:28]([CH:31]=O)[CH:29]=[CH:30][C:24]=2[O:23][CH2:22]1.[BH4-].[Na+]. Product: [CH3:1][O:2][C:3]1[C:8]2[N:9]=[C:10]([O:12][C@H:13]3[CH2:18][CH2:17][C@H:16]([NH:19][CH2:31][C:28]4[CH:29]=[CH:30][C:24]5[O:23][CH2:22][C:21](=[O:20])[NH:26][C:25]=5[CH:27]=4)[CH2:15][CH2:14]3)[S:11][C:7]=2[CH:6]=[CH:5][CH:4]=1. The catalyst class is: 525. (4) Reactant: [CH:1]1([N:4]2[CH2:9][C:8]3([CH2:14][CH2:13][N:12]([S:15]([C:18]4[CH:23]=[CH:22][C:21](B5OC(C)(C)C(C)(C)O5)=[CH:20][CH:19]=4)(=[O:17])=[O:16])[CH2:11][CH2:10]3)[O:7][CH2:6][C:5]2=[O:33])[CH2:3][CH2:2]1.Br[C:35]1[CH:44]=[C:43]2[C:38]([CH:39]=[C:40]([CH3:45])[CH:41]=[N:42]2)=[CH:37][CH:36]=1.C(=O)([O-])[O-].[K+].[K+]. Product: [CH:1]1([N:4]2[CH2:9][C:8]3([CH2:14][CH2:13][N:12]([S:15]([C:18]4[CH:23]=[CH:22][C:21]([C:35]5[CH:44]=[C:43]6[C:38]([CH:39]=[C:40]([CH3:45])[CH:41]=[N:42]6)=[CH:37][CH:36]=5)=[CH:20][CH:19]=4)(=[O:17])=[O:16])[CH2:11][CH2:10]3)[O:7][CH2:6][C:5]2=[O:33])[CH2:3][CH2:2]1. The catalyst class is: 70. (5) Reactant: Cl[C:2]1[N:24]=[CH:23][C:22]([CH2:25][CH3:26])=[CH:21][C:3]=1[C:4]([NH:6][C:7](=[NH:20])[CH2:8][O:9][CH2:10][CH2:11][C:12]1[CH:17]=[C:16]([F:18])[CH:15]=[CH:14][C:13]=1[F:19])=[O:5].C(=O)([O-])[O-].[K+].[K+]. Product: [F:19][C:13]1[CH:14]=[CH:15][C:16]([F:18])=[CH:17][C:12]=1[CH2:11][CH2:10][O:9][CH2:8][C:7]1[NH:6][C:4](=[O:5])[C:3]2[CH:21]=[C:22]([CH2:25][CH3:26])[CH:23]=[N:24][C:2]=2[N:20]=1. The catalyst class is: 3. (6) The catalyst class is: 84. Reactant: [NH2:1][C:2]1[CH:3]=[C:4]2[C:9](=[CH:10][CH:11]=1)[CH:8]=[C:7]([C:12]1[CH:17]=[CH:16][C:15]([OH:18])=[CH:14][CH:13]=1)[CH:6]=[CH:5]2.Cl[CH2:20][CH2:21][O:22][CH2:23][CH2:24][O:25][CH2:26][CH2:27][OH:28].C(=O)([O-])[O-].[K+].[K+].CN(C=O)C. Product: [NH2:1][C:2]1[CH:3]=[C:4]2[C:9](=[CH:10][CH:11]=1)[CH:8]=[C:7]([C:12]1[CH:17]=[CH:16][C:15]([O:18][CH2:20][CH2:21][O:22][CH2:23][CH2:24][O:25][CH2:26][CH2:27][OH:28])=[CH:14][CH:13]=1)[CH:6]=[CH:5]2. (7) Reactant: [C:1]([N:8]1[CH2:14][CH2:13][CH2:12][C@@H:9]1[CH2:10][OH:11])([O:3][C:4]([CH3:7])([CH3:6])[CH3:5])=[O:2].[C:15]1([CH3:25])[CH:20]=[CH:19][C:18]([S:21](Cl)(=[O:23])=[O:22])=[CH:17][CH:16]=1.C(N(CC)CC)C. Product: [CH3:25][C:15]1[CH:20]=[CH:19][C:18]([S:21]([O:11][CH2:10][C@H:9]2[CH2:12][CH2:13][CH2:14][N:8]2[C:1]([O:3][C:4]([CH3:7])([CH3:6])[CH3:5])=[O:2])(=[O:23])=[O:22])=[CH:17][CH:16]=1. The catalyst class is: 119.